This data is from Reaction yield outcomes from USPTO patents with 853,638 reactions. The task is: Predict the reaction yield, written as a fraction of the theoretical maximum amount of product (1.0 means a 100% yield; for example, 0.34 means a 34% yield). (1) The reactants are [CH3:1][N:2]1[C@@H:19]2[CH2:20][C:7]3[CH:8]=[CH:9][C:10]([O:22][CH3:23])=[C:11]4[O:12][C@H:13]5[C:14]([CH2:16][CH2:17][C@:18]2([OH:21])[C@:5]5([C:6]=34)[CH2:4][CH2:3]1)=[O:15].C(O)(=O)C.[ClH:28]. The catalyst is O. The product is [CH3:1][N:2]1[C@@H:19]2[CH2:20][C:7]3[CH:8]=[CH:9][C:10]([O:22][CH3:23])=[C:11]4[O:12][C@H:13]5[C:14]([CH2:16][CH2:17][C@:18]2([OH:21])[C@:5]5([C:6]=34)[CH2:4][CH2:3]1)=[O:15].[ClH:28]. The yield is 0.964. (2) The reactants are [OH:1]S(O)(=O)=O.[C:6]([O:10][C:11](=[O:27])[N:12]([CH2:16][C:17]1[CH:22]=[C:21]([CH2:23][CH2:24][OH:25])[CH:20]=[CH:19][C:18]=1[Cl:26])[CH:13]1[CH2:15][CH2:14]1)([CH3:9])([CH3:8])[CH3:7]. The catalyst is O.CC(C)=O. The product is [C:6]([O:10][C:11]([N:12]([CH2:16][C:17]1[CH:22]=[C:21]([CH2:23][C:24]([OH:1])=[O:25])[CH:20]=[CH:19][C:18]=1[Cl:26])[CH:13]1[CH2:14][CH2:15]1)=[O:27])([CH3:9])([CH3:7])[CH3:8]. The yield is 0.900.